Dataset: Forward reaction prediction with 1.9M reactions from USPTO patents (1976-2016). Task: Predict the product of the given reaction. (1) Given the reactants Br[C:2]1[CH:9]=[CH:8][C:5]([CH:6]=[O:7])=[C:4]([C:10]([F:13])([F:12])[F:11])[CH:3]=1.[Cu][C:15]#[N:16].O.C(OCC)C, predict the reaction product. The product is: [CH:6]([C:5]1[CH:8]=[CH:9][C:2]([C:15]#[N:16])=[CH:3][C:4]=1[C:10]([F:13])([F:12])[F:11])=[O:7]. (2) Given the reactants I[C:2]1[CH:11]=[CH:10][C:5]([C:6]([O:8][CH3:9])=[O:7])=[CH:4][CH:3]=1.CC1(C)C2C(=C(P(C3C=CC=CC=3)C3C=CC=CC=3)C=CC=2)OC2C(P(C3C=CC=CC=3)C3C=CC=CC=3)=CC=CC1=2.C([O-])([O-])=O.[Cs+].[Cs+].[CH3:60][N:61]([CH3:65])[CH2:62][CH2:63][NH2:64], predict the reaction product. The product is: [CH3:60][N:61]([CH3:65])[CH2:62][CH2:63][NH:64][C:2]1[CH:11]=[CH:10][C:5]([C:6]([O:8][CH3:9])=[O:7])=[CH:4][CH:3]=1.